This data is from Full USPTO retrosynthesis dataset with 1.9M reactions from patents (1976-2016). The task is: Predict the reactants needed to synthesize the given product. (1) Given the product [Cl:1][C:2]1[CH:3]=[C:4]([C:9]2[CH:10]=[C:11]([C:21]3[O:26][C:25](=[O:27])[CH:24]([C:30](=[O:31])[C:29]([F:40])([F:39])[F:28])[N:23]=3)[CH:12]=[N:13][C:14]=2[O:15][CH2:16][C:17]([F:18])([F:19])[F:20])[CH:5]=[CH:6][C:7]=1[Cl:8], predict the reactants needed to synthesize it. The reactants are: [Cl:1][C:2]1[CH:3]=[C:4]([C:9]2[CH:10]=[C:11]([C:21]([NH:23][CH2:24][C:25]([OH:27])=[O:26])=O)[CH:12]=[N:13][C:14]=2[O:15][CH2:16][C:17]([F:20])([F:19])[F:18])[CH:5]=[CH:6][C:7]=1[Cl:8].[F:28][C:29]([F:40])([F:39])[C:30](O[C:30](=[O:31])[C:29]([F:40])([F:39])[F:28])=[O:31]. (2) Given the product [CH3:6][C:7]1[CH:15]=[C:14]([N+:16]([O-:18])=[O:17])[C:13]([N+:19]([O-:21])=[O:20])=[CH:12][C:8]=1[C:9]([OH:11])=[O:10], predict the reactants needed to synthesize it. The reactants are: S(=O)(=O)(O)O.[CH3:6][C:7]1[CH:15]=[C:14]([N+:16]([O-:18])=[O:17])[CH:13]=[CH:12][C:8]=1[C:9]([OH:11])=[O:10].[N+:19]([O-])([OH:21])=[O:20]. (3) Given the product [Br:11][C:12]1[C:13]([Cl:19])=[N:14][C:15]([NH:10][C:3]2[C:4]([CH3:9])=[CH:5][C:6]([CH3:8])=[CH:7][C:2]=2[CH3:1])=[N:16][CH:17]=1.[Br:11][C:12]1[C:13]([NH:10][C:3]2[C:4]([CH3:9])=[CH:5][C:6]([CH3:8])=[CH:7][C:2]=2[CH3:1])=[N:14][C:15]([Cl:18])=[N:16][CH:17]=1, predict the reactants needed to synthesize it. The reactants are: [CH3:1][C:2]1[CH:7]=[C:6]([CH3:8])[CH:5]=[C:4]([CH3:9])[C:3]=1[NH2:10].[Br:11][C:12]1[C:13]([Cl:19])=[N:14][C:15]([Cl:18])=[N:16][CH:17]=1.CC(N(C(C)C)CC)C.